From a dataset of Forward reaction prediction with 1.9M reactions from USPTO patents (1976-2016). Predict the product of the given reaction. Given the reactants [Cl:1][C:2]1[C:7]2[CH:8]([CH3:11])[CH2:9][O:10][C:6]=2[C:5]([CH:12]2[C@H:17]([O:18]CC3C=CC=CC=3)[C@@H:16]([O:26]CC3C=CC=CC=3)[C@H:15]([O:34]CC3C=CC=CC=3)[C@@H:14]([CH2:42][O:43]CC3C=CC=CC=3)[O:13]2)=[CH:4][C:3]=1[CH2:51][C:52]1[CH:57]=[CH:56][C:55]([O:58][CH2:59][CH3:60])=[CH:54][CH:53]=1, predict the reaction product. The product is: [Cl:1][C:2]1[C:7]2[CH:8]([CH3:11])[CH2:9][O:10][C:6]=2[C:5]([C@H:12]2[C@H:17]([OH:18])[C@@H:16]([OH:26])[C@H:15]([OH:34])[C@@H:14]([CH2:42][OH:43])[O:13]2)=[CH:4][C:3]=1[CH2:51][C:52]1[CH:53]=[CH:54][C:55]([O:58][CH2:59][CH3:60])=[CH:56][CH:57]=1.